This data is from Forward reaction prediction with 1.9M reactions from USPTO patents (1976-2016). The task is: Predict the product of the given reaction. Given the reactants [C:1]([C:4]1[CH:5]=[C:6]([C:30]2[CH:35]=[CH:34][C:33]([OH:36])=[C:32]([Cl:37])[CH:31]=2)[CH:7]=[C:8]2[C:16]=1[NH:15][C:14]1[CH:13]=[C:12]([N:17]3[CH2:22][CH2:21][N:20]([C:23]([O:25][C:26]([CH3:29])([CH3:28])[CH3:27])=[O:24])[CH2:19][CH2:18]3)[CH:11]=[CH:10][C:9]2=1)(=[O:3])[NH2:2].C([O-])([O-])=O.[K+].[K+].[Br:44][CH2:45][CH2:46]Br.O.C(O)(=O)CC(CC(O)=O)(C(O)=O)O, predict the reaction product. The product is: [Br:44][CH2:45][CH2:46][O:36][C:33]1[CH:34]=[CH:35][C:30]([C:6]2[CH:7]=[C:8]3[C:16](=[C:4]([C:1](=[O:3])[NH2:2])[CH:5]=2)[NH:15][C:14]2[CH:13]=[C:12]([N:17]4[CH2:18][CH2:19][N:20]([C:23]([O:25][C:26]([CH3:29])([CH3:28])[CH3:27])=[O:24])[CH2:21][CH2:22]4)[CH:11]=[CH:10][C:9]3=2)=[CH:31][C:32]=1[Cl:37].